This data is from Full USPTO retrosynthesis dataset with 1.9M reactions from patents (1976-2016). The task is: Predict the reactants needed to synthesize the given product. Given the product [Br:1][C:2]1[N:3]=[CH:4][C:5]([C:6]([N:27]2[CH2:28][CH2:29][N:24]([C:16]3[C:15]([CH:12]4[CH2:13][CH2:14]4)=[CH:20][C:19]([CH:21]4[CH2:23][CH2:22]4)=[CH:18][N:17]=3)[CH2:25][CH2:26]2)=[O:8])=[CH:9][CH:10]=1, predict the reactants needed to synthesize it. The reactants are: [Br:1][C:2]1[CH:10]=[CH:9][C:5]([C:6]([OH:8])=O)=[CH:4][N:3]=1.Cl.[CH:12]1([C:15]2[C:16]([N:24]3[CH2:29][CH2:28][NH:27][CH2:26][CH2:25]3)=[N:17][CH:18]=[C:19]([CH:21]3[CH2:23][CH2:22]3)[CH:20]=2)[CH2:14][CH2:13]1.